Dataset: Peptide-MHC class II binding affinity with 134,281 pairs from IEDB. Task: Regression. Given a peptide amino acid sequence and an MHC pseudo amino acid sequence, predict their binding affinity value. This is MHC class II binding data. (1) The peptide sequence is MGAVTTEVAFGLVCA. The MHC is DRB1_0701 with pseudo-sequence DRB1_0701. The binding affinity (normalized) is 0.249. (2) The peptide sequence is MYGIFQSTFLGASQR. The MHC is DRB1_0901 with pseudo-sequence DRB1_0901. The binding affinity (normalized) is 0.650.